Dataset: Catalyst prediction with 721,799 reactions and 888 catalyst types from USPTO. Task: Predict which catalyst facilitates the given reaction. (1) Reactant: C(OC(=O)C)(=O)C.[I:8]I.OS(O)(=O)=O.[Cl:15][C:16]1[CH:21]=[CH:20][CH:19]=[CH:18][C:17]=1[N+:22]([O-:24])=[O:23].[O-]S([O-])=O.[Na+].[Na+]. Product: [Cl:15][C:16]1[CH:21]=[CH:20][C:19]([I:8])=[CH:18][C:17]=1[N+:22]([O-:24])=[O:23]. The catalyst class is: 15. (2) Reactant: [Cl:1][CH:2]1[CH:7]=[C:6]([N:8]2[CH2:12][CH2:11][C@@H:10]([NH:13][S:14]([CH3:17])(=[O:16])=[O:15])[CH2:9]2)[C:5]([CH2:18][N:19]2[CH2:24][CH2:23][N:22](C(OC(C)(C)C)=O)[CH2:21][CH2:20]2)=[CH:4][CH2:3]1.C(O)(C(F)(F)F)=O. Product: [Cl:1][C:2]1[CH:3]=[CH:4][C:5]([CH2:18][N:19]2[CH2:24][CH2:23][NH:22][CH2:21][CH2:20]2)=[C:6]([N:8]2[CH2:12][CH2:11][C@@H:10]([NH:13][S:14]([CH3:17])(=[O:15])=[O:16])[CH2:9]2)[CH:7]=1. The catalyst class is: 2. (3) Product: [C:22]([O:21][C:19](=[O:20])[C@@H:18]([NH:17][C:2]1[CH:6]=[C:5]([C:7]#[C:8][C:9]([CH3:12])([CH3:11])[CH3:10])[S:4][C:3]=1[C:13]([O:15][CH3:16])=[O:14])[C@@H:26]([O:28][CH3:29])[CH3:27])([CH3:24])([CH3:23])[CH3:25]. Reactant: Br[C:2]1[CH:6]=[C:5]([C:7]#[C:8][C:9]([CH3:12])([CH3:11])[CH3:10])[S:4][C:3]=1[C:13]([O:15][CH3:16])=[O:14].[NH2:17][C@@H:18]([C@@H:26]([O:28][CH3:29])[CH3:27])[C:19]([O:21][C:22]([CH3:25])([CH3:24])[CH3:23])=[O:20].C1C=CC(P(C2C(C3C(P(C4C=CC=CC=4)C4C=CC=CC=4)=CC=C4C=3C=CC=C4)=C3C(C=CC=C3)=CC=2)C2C=CC=CC=2)=CC=1.C(=O)([O-])[O-].[Cs+].[Cs+]. The catalyst class is: 62. (4) Reactant: [CH2:1]1[CH2:30][O:29][C:3]2([CH2:20][CH2:19][C@:18]34[O:21][C@:5]3([CH2:6][CH2:7][C@@H:8]3[C:17]4=[CH:16][CH2:15][C@@:13]4([CH3:14])[C@H:9]3[CH2:10][CH2:11][C@@:12]4([OH:28])[CH2:22][C:23](F)=[C:24](F)F)[CH2:4]2)[O:2]1.C1COC2(CCC3C4[C@H]([C@H]5[C@@](CC=4)(C)[C@](O)(C#CC[O:54][CH:55]4[CH2:60][CH2:59][CH2:58][CH2:57][O:56]4)CC5)CCC=3C2)O1.OO.FC(F)(F)C(C(F)(F)F)=O. Product: [CH2:1]1[CH2:30][O:29][C:3]2([CH2:20][CH2:19][C@:18]34[O:21][C@:5]3([CH2:6][CH2:7][C@@H:8]3[C:17]4=[CH:16][CH2:15][C@@:13]4([CH3:14])[C@H:9]3[CH2:10][CH2:11][C@@:12]4([OH:28])[C:22]#[C:23][CH2:24][O:54][CH:55]3[CH2:60][CH2:59][CH2:58][CH2:57][O:56]3)[CH2:4]2)[O:2]1. The catalyst class is: 4. (5) Reactant: C(N(CC)C(C)C)(C)C.Cl[C:11]1[N:12]=[N:13][C:14]([C:17]([F:20])([F:19])[F:18])=[CH:15][CH:16]=1.Cl.[OH:22][C:23]1([C:39]([F:42])([F:41])[F:40])[CH2:28][C:27](=[O:29])[NH:26][C:25]2[NH:30][N:31]=[C:32]([CH:33]3[CH2:38][CH2:37][NH:36][CH2:35][CH2:34]3)[C:24]1=2. Product: [OH:22][C:23]1([C:39]([F:42])([F:41])[F:40])[CH2:28][C:27](=[O:29])[NH:26][C:25]2[NH:30][N:31]=[C:32]([CH:33]3[CH2:34][CH2:35][N:36]([C:11]4[N:12]=[N:13][C:14]([C:17]([F:20])([F:19])[F:18])=[CH:15][CH:16]=4)[CH2:37][CH2:38]3)[C:24]1=2. The catalyst class is: 148.